This data is from Forward reaction prediction with 1.9M reactions from USPTO patents (1976-2016). The task is: Predict the product of the given reaction. (1) Given the reactants CS(C)=O.[C:5]([O:9][C:10]([N:12]1[CH2:17][CH2:16][CH:15]([C:18]2[NH:19][CH:20]=[C:21]([C:23]3[CH:28]=[CH:27][C:26]([F:29])=[C:25]([C:30]([F:33])([F:32])[F:31])[CH:24]=3)[N:22]=2)[CH2:14][CH2:13]1)=[O:11])([CH3:8])([CH3:7])[CH3:6].[OH-].[Na+].Cl.Cl[CH2:38][CH2:39][N:40]([CH3:42])[CH3:41], predict the reaction product. The product is: [C:5]([O:9][C:10]([N:12]1[CH2:17][CH2:16][CH:15]([C:18]2[N:19]([CH2:38][CH2:39][N:40]([CH3:42])[CH3:41])[CH:20]=[C:21]([C:23]3[CH:28]=[CH:27][C:26]([F:29])=[C:25]([C:30]([F:31])([F:32])[F:33])[CH:24]=3)[N:22]=2)[CH2:14][CH2:13]1)=[O:11])([CH3:8])([CH3:6])[CH3:7]. (2) Given the reactants S(Cl)(Cl)=O.[N+:5]([C:8]1[CH:9]=[C:10]([N:14]2[C:18](=[O:19])[CH2:17][CH:16]([C:20]([OH:22])=[O:21])[CH2:15]2)[CH:11]=[CH:12][CH:13]=1)([O-:7])=[O:6].[CH3:23]O, predict the reaction product. The product is: [N+:5]([C:8]1[CH:9]=[C:10]([N:14]2[C:18](=[O:19])[CH2:17][CH:16]([C:20]([O:22][CH3:23])=[O:21])[CH2:15]2)[CH:11]=[CH:12][CH:13]=1)([O-:7])=[O:6]. (3) Given the reactants Cl[C:2]1[C:11]2[C:6](=[CH:7][CH:8]=[CH:9][CH:10]=2)[N:5]=[CH:4][N:3]=1.[CH3:12][O:13][C:14]1[CH:15]=[C:16]([CH:18]=[CH:19][C:20]=1[O:21][CH3:22])[NH2:17].C([O-])(=O)C.[Na+], predict the reaction product. The product is: [CH3:12][O:13][C:14]1[CH:15]=[C:16]([NH:17][C:2]2[C:11]3[C:6](=[CH:7][CH:8]=[CH:9][CH:10]=3)[N:5]=[CH:4][N:3]=2)[CH:18]=[CH:19][C:20]=1[O:21][CH3:22]. (4) Given the reactants [N+:1]([C:4]1[CH:5]=[CH:6][C:7](B2OC(C)(C)C(C)(C)O2)=[C:8]([NH:10]C(=O)OC(C)(C)C)[CH:9]=1)([O-:3])=[O:2].Br[C:28]1[C:29]([C:34]#[N:35])=[N:30][CH:31]=[CH:32][CH:33]=1.C(=O)([O-])[O-].[K+].[K+], predict the reaction product. The product is: [N+:1]([C:4]1[CH:5]=[CH:6][C:7]2=[C:28]3[C:29](=[C:34]([NH2:35])[N:10]=[C:8]2[CH:9]=1)[N:30]=[CH:31][CH:32]=[CH:33]3)([O-:3])=[O:2].